Dataset: NCI-60 drug combinations with 297,098 pairs across 59 cell lines. Task: Regression. Given two drug SMILES strings and cell line genomic features, predict the synergy score measuring deviation from expected non-interaction effect. (1) Drug 1: C1=CC=C(C=C1)NC(=O)CCCCCCC(=O)NO. Drug 2: CC1=C(C(=CC=C1)Cl)NC(=O)C2=CN=C(S2)NC3=CC(=NC(=N3)C)N4CCN(CC4)CCO. Cell line: MOLT-4. Synergy scores: CSS=14.5, Synergy_ZIP=-3.19, Synergy_Bliss=-1.82, Synergy_Loewe=-13.3, Synergy_HSA=-4.90. (2) Drug 1: CC1=C2C(C(=O)C3(C(CC4C(C3C(C(C2(C)C)(CC1OC(=O)C(C(C5=CC=CC=C5)NC(=O)OC(C)(C)C)O)O)OC(=O)C6=CC=CC=C6)(CO4)OC(=O)C)O)C)O. Drug 2: C#CCC(CC1=CN=C2C(=N1)C(=NC(=N2)N)N)C3=CC=C(C=C3)C(=O)NC(CCC(=O)O)C(=O)O. Cell line: SK-MEL-28. Synergy scores: CSS=42.7, Synergy_ZIP=0.898, Synergy_Bliss=-1.87, Synergy_Loewe=-16.3, Synergy_HSA=-1.49.